Dataset: Catalyst prediction with 721,799 reactions and 888 catalyst types from USPTO. Task: Predict which catalyst facilitates the given reaction. (1) Reactant: [CH3:1][C:2]1[CH:3]=[C:4]([CH:11]2[CH2:13][O:12]2)[CH:5]=[CH:6][C:7]=1[N+:8]([O-:10])=[O:9].[NH2:14][CH2:15][CH2:16][OH:17].CCOC(C)=O.C1COCC1. Product: [OH:17][CH2:16][CH2:15][NH:14][CH2:13][CH:11]([C:4]1[CH:5]=[CH:6][C:7]([N+:8]([O-:10])=[O:9])=[C:2]([CH3:1])[CH:3]=1)[OH:12]. The catalyst class is: 1. (2) Reactant: I[Si](C)(C)C.[O:6]=[S:7]1(=[O:41])[C:13]2[CH:14]=[CH:15][C:16]([O:18][C:19]3[CH:20]=[C:21]([CH:32]=[C:33]([O:35][C@@H:36]([CH3:40])[CH2:37][O:38]C)[CH:34]=3)[C:22]([NH:24][C:25]3[CH:30]=[N:29][C:28]([CH3:31])=[CH:27][N:26]=3)=[O:23])=[CH:17][C:12]=2[O:11][CH2:10][CH2:9][CH2:8]1.CO.S([O-])([O-])(=O)=S.[Na+].[Na+]. Product: [O:41]=[S:7]1(=[O:6])[C:13]2[CH:14]=[CH:15][C:16]([O:18][C:19]3[CH:20]=[C:21]([CH:32]=[C:33]([O:35][C@@H:36]([CH3:40])[CH2:37][OH:38])[CH:34]=3)[C:22]([NH:24][C:25]3[CH:30]=[N:29][C:28]([CH3:31])=[CH:27][N:26]=3)=[O:23])=[CH:17][C:12]=2[O:11][CH2:10][CH2:9][CH2:8]1. The catalyst class is: 10. (3) Reactant: [CH3:1][C:2](C)([O-])[CH3:3].[K+].C[C@@H]1C[C:24]2[CH2:23][C:22](=[O:26])[CH2:21][CH2:20][C:19]=2[C@@H:18]2[C@@H:9]1[C@H:10]1[C@@:14]([CH2:16][CH2:17]2)([CH3:15])[C@@H:13](O)[CH2:12][CH2:11]1.[CH2:28]1COCC1. Product: [CH3:28][C@@H:17]1[CH2:16][C:14]2[CH2:15][C:2](=[CH2:1])[CH2:3][CH2:9][C:10]=2[C@@H:11]2[C@@H:18]1[C@H:19]1[C@@:20]([CH2:13][CH2:12]2)([CH3:21])[C@@H:22]([OH:26])[CH2:23][CH2:24]1. The catalyst class is: 629.